This data is from Cav3 T-type calcium channel HTS with 100,875 compounds. The task is: Binary Classification. Given a drug SMILES string, predict its activity (active/inactive) in a high-throughput screening assay against a specified biological target. (1) The compound is Clc1cc(C2N3C(CCC3)C(=O)N2c2ncccc2)ccc1Cl. The result is 0 (inactive). (2) The compound is Brc1ccc(C2=NN(S(=O)(=O)C)C(C2)c2cc3OCOc3cc2)cc1. The result is 0 (inactive). (3) The drug is Clc1cc(c2nn(CC(=O)Nc3cccnc3)c(=O)cc2)ccc1. The result is 0 (inactive). (4) The drug is S(=O)(=O)(N1CC(CCC1)C(=O)NC(c1ccccc1)C)c1c2nonc2ccc1. The result is 0 (inactive). (5) The drug is O=C1c2[nH]c3c(c2CC\C1=C\c1ccccc1)cc(cc3)C. The result is 0 (inactive). (6) The molecule is Oc1c2c(n(CC)c(=O)c1C(=O)Nc1[nH]c3c(n1)cccc3)cccc2. The result is 0 (inactive). (7) The drug is Fc1c(C(N(C2CCCC2)C(=O)c2occc2)C(=O)NC2CCCC2)cccc1. The result is 0 (inactive). (8) The compound is S(=O)(=O)(Nc1c(C(=O)NCCCOC)cccc1)C. The result is 0 (inactive). (9) The compound is S(c1n(CC)c(nn1)COc1nn(c2ccccc2)c(=O)cc1)Cc1cc(OC)ccc1. The result is 0 (inactive).